From a dataset of Catalyst prediction with 721,799 reactions and 888 catalyst types from USPTO. Predict which catalyst facilitates the given reaction. (1) Reactant: Cl.[NH2:2][CH2:3][CH2:4][NH:5][C:6]([C:8]1[CH:13]=[CH:12][CH:11]=[C:10]([CH2:14][N:15]2[C:19]([CH3:20])=[CH:18][C:17]([C:21]3[O:25][N:24]=[C:23]([C:26]4[CH:31]=[CH:30][C:29]([O:32][C:33]([F:36])([F:35])[F:34])=[CH:28][CH:27]=4)[N:22]=3)=[N:16]2)[CH:9]=1)=[O:7].C(=O)(O)[O-]. Product: [NH2:2][CH2:3][CH2:4][NH:5][C:6]([C:8]1[CH:13]=[CH:12][CH:11]=[C:10]([CH2:14][N:15]2[C:19]([CH3:20])=[CH:18][C:17]([C:21]3[O:25][N:24]=[C:23]([C:26]4[CH:27]=[CH:28][C:29]([O:32][C:33]([F:34])([F:35])[F:36])=[CH:30][CH:31]=4)[N:22]=3)=[N:16]2)[CH:9]=1)=[O:7]. The catalyst class is: 5. (2) Reactant: Cl.C[O:3][C:4]1(OC)[C:12]2[C:7](=[CH:8][CH:9]=[C:10]([S:13][CH2:14][CH2:15][C:16]3[CH:26]=[CH:25][C:19]([C:20]([O:22][CH2:23][CH3:24])=[O:21])=[CH:18][CH:17]=3)[CH:11]=2)[N:6]([CH2:27][C:28]2[CH:33]=[CH:32][CH:31]=[CH:30][CH:29]=2)[C:5]1=[O:34]. Product: [O:34]=[C:5]1[C:4](=[O:3])[C:12]2[C:7](=[CH:8][CH:9]=[C:10]([S:13][CH2:14][CH2:15][C:16]3[CH:26]=[CH:25][C:19]([C:20]([O:22][CH2:23][CH3:24])=[O:21])=[CH:18][CH:17]=3)[CH:11]=2)[N:6]1[CH2:27][C:28]1[CH:29]=[CH:30][CH:31]=[CH:32][CH:33]=1. The catalyst class is: 21. (3) Reactant: [CH2:1]([O:8][C:9]1[CH:14]=[C:13]([N:15]2[CH:19]=[C:18]([F:20])[C:17]([F:21])=[CH:16]2)[CH:12]=[CH:11][C:10]=1[N:22]1[CH:27]=[C:26]([O:28][CH3:29])[C:25](=[O:30])[C:24]([C:31](N(OC)C)=[O:32])=[N:23]1)[C:2]1[CH:7]=[CH:6][CH:5]=[CH:4][CH:3]=1.[CH3:37][Mg]Br.Cl. Product: [C:31]([C:24]1[C:25](=[O:30])[C:26]([O:28][CH3:29])=[CH:27][N:22]([C:10]2[CH:11]=[CH:12][C:13]([N:15]3[CH:16]=[C:17]([F:21])[C:18]([F:20])=[CH:19]3)=[CH:14][C:9]=2[O:8][CH2:1][C:2]2[CH:3]=[CH:4][CH:5]=[CH:6][CH:7]=2)[N:23]=1)(=[O:32])[CH3:37]. The catalyst class is: 7. (4) Reactant: [F:1][CH:2]([F:9])[C:3]1[NH:7][N:6]=[C:5]([NH2:8])[CH:4]=1.[Cl:10][C:11]1[N:16]=[C:15](Cl)[CH:14]=[CH:13][N:12]=1.CCN(C(C)C)C(C)C. Product: [Cl:10][C:11]1[N:16]=[C:15]([NH:8][C:5]2[CH:4]=[C:3]([CH:2]([F:9])[F:1])[NH:7][N:6]=2)[CH:14]=[CH:13][N:12]=1. The catalyst class is: 14. (5) Reactant: [CH3:1][O:2][C:3]([C:5]1[S:9][C:8](Br)=[N:7][CH:6]=1)=[O:4].[C:11]([S:30][CH2:31][CH2:32][NH2:33])([C:24]1[CH:29]=[CH:28][CH:27]=[CH:26][CH:25]=1)([C:18]1[CH:23]=[CH:22][CH:21]=[CH:20][CH:19]=1)[C:12]1[CH:17]=[CH:16][CH:15]=[CH:14][CH:13]=1.C(N(CC)CC)C. Product: [CH3:1][O:2][C:3]([C:5]1[S:9][C:8]([NH:33][CH2:32][CH2:31][S:30][C:11]([C:18]2[CH:23]=[CH:22][CH:21]=[CH:20][CH:19]=2)([C:12]2[CH:13]=[CH:14][CH:15]=[CH:16][CH:17]=2)[C:24]2[CH:29]=[CH:28][CH:27]=[CH:26][CH:25]=2)=[N:7][CH:6]=1)=[O:4]. The catalyst class is: 10. (6) Reactant: [C:1]([C:3]1[C:4]([CH3:16])=[CH:5][C:6]([C:11]([O:13]CC)=[O:12])=[N:7][C:8]=1[O:9][CH3:10])#[N:2].[OH-].[Na+]. Product: [C:1]([C:3]1[C:4]([CH3:16])=[CH:5][C:6]([C:11]([OH:13])=[O:12])=[N:7][C:8]=1[O:9][CH3:10])#[N:2]. The catalyst class is: 92.